From a dataset of Reaction yield outcomes from USPTO patents with 853,638 reactions. Predict the reaction yield, written as a fraction of the theoretical maximum amount of product (1.0 means a 100% yield; for example, 0.34 means a 34% yield). (1) The catalyst is C1COCC1. The yield is 0.650. The reactants are [CH2:1]([O:8][C:9]1[CH:14]=[CH:13][C:12]([NH:15][C:16](=[NH:25])[C:17]2[CH:22]=[CH:21][C:20]([Cl:23])=[CH:19][C:18]=2[Cl:24])=[CH:11][CH:10]=1)[C:2]1[CH:7]=[CH:6][CH:5]=[CH:4][CH:3]=1.C(=O)([O-])[O-].[K+].[K+].[CH2:32]([O:34][C:35](=[O:41])[C:36](=O)[CH:37](Br)[CH3:38])[CH3:33]. The product is [CH2:32]([O:34][C:35]([C:36]1[N:25]=[C:16]([C:17]2[CH:22]=[CH:21][C:20]([Cl:23])=[CH:19][C:18]=2[Cl:24])[N:15]([C:12]2[CH:11]=[CH:10][C:9]([O:8][CH2:1][C:2]3[CH:7]=[CH:6][CH:5]=[CH:4][CH:3]=3)=[CH:14][CH:13]=2)[C:37]=1[CH3:38])=[O:41])[CH3:33]. (2) The reactants are [C:1]([N:9]([CH3:30])[C@@H:10]([CH:27]([CH3:29])[CH3:28])[C:11]([NH:13][C@@H:14]([CH3:26])[C:15]([N:17]1[CH2:22][CH2:21][CH2:20][C@@H:19]([C:23](O)=[O:24])[NH:18]1)=[O:16])=[O:12])(=[O:8])[CH2:2][CH2:3][CH2:4][CH2:5][CH:6]=[CH2:7].C([N:34](CC)[CH:35]([CH3:37])[CH3:36])(C)C.C[NH3+].F[P-](F)(F)(F)(F)F.N1(OC(N(C)C)=[N+](C)C)[C:53]2N=[CH:55][CH:56]=[CH:57][C:52]=2N=N1.F[P-](F)(F)(F)(F)F. The catalyst is C(#N)C. The product is [CH:27]([C@@H:10]1[N:9]([CH3:30])[C:1](=[O:8])[CH2:2][CH2:3][CH2:4][CH2:5][CH:6]=[CH:7][C:52]2[CH:53]=[C:37]([CH:55]=[CH:56][CH:57]=2)[C@@H:35]([CH3:36])[NH:34][C:23](=[O:24])[C@H:19]2[NH:18][N:17]([CH2:22][CH2:21][CH2:20]2)[C:15](=[O:16])[C@H:14]([CH3:26])[NH:13][C:11]1=[O:12])([CH3:28])[CH3:29]. The yield is 0.490. (3) The reactants are [O:1]([C:3]1[CH:4]=[C:5]([CH:8]=[C:9]([O:13][CH3:14])[C:10]=1[O:11][CH3:12])[CH2:6]O)[CH3:2].P(Br)(Br)[Br:16].O. The catalyst is ClCCl. The product is [O:1]([C:3]1[CH:4]=[C:5]([CH:8]=[C:9]([O:13][CH3:14])[C:10]=1[O:11][CH3:12])[CH2:6][Br:16])[CH3:2]. The yield is 0.844. (4) The reactants are [C:1]([NH:4][CH:5]([C:11](=O)[CH3:12])[C:6]([O:8][CH2:9][CH3:10])=[O:7])(=O)[CH3:2].[NH2:14][C:15]1C=[CH:19][CH:18]=[CH:17][CH:16]=1.C(O)(=O)C.C(#[N:29])CCC. No catalyst specified. The product is [CH3:2][C:1]1[N:29]([C:15]2[CH:16]=[CH:17][CH:18]=[CH:19][N:14]=2)[C:11]([CH3:12])=[C:5]([C:6]([O:8][CH2:9][CH3:10])=[O:7])[N:4]=1. The yield is 0.140. (5) The reactants are [F:1][C:2]1[CH:7]=[CH:6][C:5]([C:8]2[O:12][N:11]=[C:10]([C:13]([O:15]CC)=[O:14])[N:9]=2)=[CH:4][CH:3]=1.[Li+].[OH-]. The catalyst is C1COCC1.CO.O. The product is [F:1][C:2]1[CH:7]=[CH:6][C:5]([C:8]2[O:12][N:11]=[C:10]([C:13]([OH:15])=[O:14])[N:9]=2)=[CH:4][CH:3]=1. The yield is 0.800.